The task is: Regression. Given a peptide amino acid sequence and an MHC pseudo amino acid sequence, predict their binding affinity value. This is MHC class I binding data.. This data is from Peptide-MHC class I binding affinity with 185,985 pairs from IEDB/IMGT. (1) The peptide sequence is FGLYKSINV. The MHC is HLA-A02:01 with pseudo-sequence HLA-A02:01. The binding affinity (normalized) is 0.389. (2) The MHC is HLA-A69:01 with pseudo-sequence HLA-A69:01. The peptide sequence is FSDESTGAR. The binding affinity (normalized) is 0.0847.